This data is from Forward reaction prediction with 1.9M reactions from USPTO patents (1976-2016). The task is: Predict the product of the given reaction. (1) Given the reactants [CH3:1][C:2]1[S:3][C:4]2[CH:10]=[C:9]([CH:11]=[CH:12][C:13]#[N:14])[CH:8]=[CH:7][C:5]=2[N:6]=1.[CH3:15][C:16]([O:19][C:20](O[C:20]([O:19][C:16]([CH3:18])([CH3:17])[CH3:15])=[O:21])=[O:21])([CH3:18])[CH3:17].[BH4-].[Na+], predict the reaction product. The product is: [C:16]([O:19][C:20](=[O:21])[NH:14][CH2:13][CH2:12][CH2:11][C:9]1[CH:8]=[CH:7][C:5]2[N:6]=[C:2]([CH3:1])[S:3][C:4]=2[CH:10]=1)([CH3:18])([CH3:17])[CH3:15]. (2) Given the reactants Br[C:2]1[CH:3]=[C:4]([OH:8])[CH:5]=[CH:6][CH:7]=1.[CH:9]([C:11]1[CH:12]=[C:13](B(O)O)[CH:14]=[CH:15][CH:16]=1)=[O:10], predict the reaction product. The product is: [OH:8][C:4]1[CH:3]=[C:2]([C:15]2[CH:14]=[CH:13][CH:12]=[C:11]([CH:9]=[O:10])[CH:16]=2)[CH:7]=[CH:6][CH:5]=1. (3) Given the reactants [CH:1]1[C:6]2[C:7]([N:16]3[CH2:21][CH2:20][N:19]([CH2:22][CH2:23][O:24][CH2:25][CH2:26][OH:27])[CH:18]([CH2:28][NH:29]C(=O)C(F)(F)F)[CH2:17]3)=[N:8][C:9]3[CH:15]=[CH:14][CH:13]=[CH:12][C:10]=3[S:11][C:5]=2[CH:4]=[CH:3][CH:2]=1.C(=O)([O-])[O-].[K+].[K+], predict the reaction product. The product is: [NH2:29][CH2:28][CH:18]1[CH2:17][N:16]([C:7]2[C:6]3[CH:1]=[CH:2][CH:3]=[CH:4][C:5]=3[S:11][C:10]3[CH:12]=[CH:13][CH:14]=[CH:15][C:9]=3[N:8]=2)[CH2:21][CH2:20][N:19]1[CH2:22][CH2:23][O:24][CH2:25][CH2:26][OH:27]. (4) Given the reactants C(=O)([O-])[O-].[K+].[K+].[NH:7]1[CH:11]=[N:10][C:9]([SH:12])=[N:8]1.CN(C)C=O.[C:18]([O:22][C:23]([NH:25][C@@:26]1([C:54]([O:56][C:57]([CH3:60])([CH3:59])[CH3:58])=[O:55])[C@H:31]([O:32][CH2:33][C:34]2[CH:39]=[CH:38][C:37]([Cl:40])=[C:36]([Cl:41])[CH:35]=2)[C@H:30](OS(C)(=O)=O)[C@@H:29]2[C@H:27]1[C@H:28]2[C:47]([O:49][C:50]([CH3:53])([CH3:52])[CH3:51])=[O:48])=[O:24])([CH3:21])([CH3:20])[CH3:19], predict the reaction product. The product is: [C:18]([O:22][C:23]([NH:25][C@@:26]1([C:54]([O:56][C:57]([CH3:60])([CH3:59])[CH3:58])=[O:55])[C@H:31]([O:32][CH2:33][C:34]2[CH:39]=[CH:38][C:37]([Cl:40])=[C:36]([Cl:41])[CH:35]=2)[C@@H:30]([S:12][C:9]2[N:10]=[CH:11][NH:7][N:8]=2)[C@@H:29]2[C@H:27]1[C@H:28]2[C:47]([O:49][C:50]([CH3:52])([CH3:51])[CH3:53])=[O:48])=[O:24])([CH3:21])([CH3:19])[CH3:20]. (5) The product is: [CH:28]1([N:21]2[C:22]3[CH:27]=[CH:26][N:25]=[CH:24][C:23]=3[N:19]([CH2:18][C:9]3[N:10]([CH2:11][CH2:12][CH2:13][C:14]([F:15])([F:17])[F:16])[C:5]4[C:6]([N:8]=3)=[N:7][CH:2]=[CH:3][CH:4]=4)[C:20]2=[O:31])[CH2:30][CH2:29]1. Given the reactants Cl[C:2]1[N:7]=[C:6]2[N:8]=[C:9]([CH2:18][N:19]3[C:23]4[CH:24]=[N:25][CH:26]=[CH:27][C:22]=4[N:21]([CH:28]4[CH2:30][CH2:29]4)[C:20]3=[O:31])[N:10]([CH2:11][CH2:12][CH2:13][C:14]([F:17])([F:16])[F:15])[C:5]2=[CH:4][CH:3]=1.CC([O-])=O.[K+], predict the reaction product. (6) Given the reactants [CH2:1]([O:8][C:9]([C:11]1[C:19]2[C:14](=[CH:15][CH:16]=[C:17]([O:20][CH2:21][CH2:22]Cl)[CH:18]=2)[NH:13][C:12]=1[CH3:24])=[O:10])[C:2]1[CH:7]=[CH:6][CH:5]=[CH:4][CH:3]=1.[I-:25].[Na+], predict the reaction product. The product is: [CH2:1]([O:8][C:9]([C:11]1[C:19]2[C:14](=[CH:15][CH:16]=[C:17]([O:20][CH2:21][CH2:22][I:25])[CH:18]=2)[NH:13][C:12]=1[CH3:24])=[O:10])[C:2]1[CH:7]=[CH:6][CH:5]=[CH:4][CH:3]=1. (7) Given the reactants C([N:4]1[C:19]2[C:14](=[CH:15][CH:16]=[C:17]([Br:20])[CH:18]=2)[C:6]2([CH2:11][CH2:10][S:9](=[O:13])(=[O:12])[CH2:8][CH2:7]2)[CH2:5]1)(=O)C.Cl, predict the reaction product. The product is: [Br:20][C:17]1[CH:18]=[C:19]2[NH:4][CH2:5][C:6]3([CH2:11][CH2:10][S:9](=[O:13])(=[O:12])[CH2:8][CH2:7]3)[C:14]2=[CH:15][CH:16]=1. (8) Given the reactants ClC1C=C(Cl)C=CC=1C1N=C(CC)C(N[C@@H]2C3C(=CC=CC=3)C[C@@H]2O)=NC=1CC.Br[C:31]1[N:32]=[C:33]([CH2:46][CH3:47])[C:34]([NH:39][C@H:40]2[CH2:44][O:43][CH2:42][C@H:41]2[OH:45])=[N:35][C:36]=1[CH2:37][CH3:38].[Cl:48][C:49]1[CH:54]=[C:53]([O:55][CH3:56])[CH:52]=[CH:51][C:50]=1B(O)O, predict the reaction product. The product is: [Cl:48][C:49]1[CH:54]=[C:53]([O:55][CH3:56])[CH:52]=[CH:51][C:50]=1[C:31]1[N:32]=[C:33]([CH2:46][CH3:47])[C:34]([NH:39][C@H:40]2[CH2:44][O:43][CH2:42][C@H:41]2[OH:45])=[N:35][C:36]=1[CH2:37][CH3:38].